From a dataset of Peptide-MHC class I binding affinity with 185,985 pairs from IEDB/IMGT. Regression. Given a peptide amino acid sequence and an MHC pseudo amino acid sequence, predict their binding affinity value. This is MHC class I binding data. (1) The peptide sequence is YLLLTTNGT. The MHC is HLA-B57:01 with pseudo-sequence HLA-B57:01. The binding affinity (normalized) is 0.213. (2) The peptide sequence is RQLESRLGY. The MHC is HLA-A69:01 with pseudo-sequence HLA-A69:01. The binding affinity (normalized) is 0.0847. (3) The peptide sequence is SFEPIPIHY. The MHC is HLA-A24:02 with pseudo-sequence HLA-A24:02. The binding affinity (normalized) is 0.0236. (4) The peptide sequence is VPSLQYLALK. The MHC is Mamu-B8301 with pseudo-sequence Mamu-B8301. The binding affinity (normalized) is 0.593. (5) The peptide sequence is ATEDPSSGY. The MHC is HLA-A02:03 with pseudo-sequence HLA-A02:03. The binding affinity (normalized) is 0.0847. (6) The peptide sequence is SPASFFSSW. The MHC is HLA-B51:01 with pseudo-sequence HLA-B51:01. The binding affinity (normalized) is 0.204. (7) The peptide sequence is KRSTPFYTK. The MHC is HLA-B57:01 with pseudo-sequence HLA-B57:01. The binding affinity (normalized) is 0.0847. (8) The peptide sequence is LERTSKASLER. The MHC is HLA-B45:01 with pseudo-sequence HLA-B45:01. The binding affinity (normalized) is 0. (9) The peptide sequence is PFYGKAIPLEV. The MHC is Patr-A0901 with pseudo-sequence Patr-A0901. The binding affinity (normalized) is 0.